Dataset: Reaction yield outcomes from USPTO patents with 853,638 reactions. Task: Predict the reaction yield, written as a fraction of the theoretical maximum amount of product (1.0 means a 100% yield; for example, 0.34 means a 34% yield). (1) The reactants are Br[C:2]1[CH:7]=[CH:6][C:5]([Br:8])=[CH:4][CH:3]=1.[Li]CCCC.[C:14]1(=[O:18])[CH2:17][CH2:16][CH2:15]1.[NH4+].[Cl-]. The catalyst is CCOCC.O. The product is [Br:8][C:5]1[CH:6]=[CH:7][C:2]([C:14]2([OH:18])[CH2:17][CH2:16][CH2:15]2)=[CH:3][CH:4]=1. The yield is 0.340. (2) The reactants are [NH2:1][C:2]1[CH:7]=[CH:6][CH:5]=[CH:4][CH:3]=1.CCN(C(C)C)C(C)C.Br[CH2:18][C:19]([O:21][CH2:22][CH3:23])=[O:20]. The catalyst is C(#N)C. The product is [C:2]1([NH:1][CH2:18][C:19]([O:21][CH2:22][CH3:23])=[O:20])[CH:7]=[CH:6][CH:5]=[CH:4][CH:3]=1. The yield is 0.870. (3) The reactants are [O:1]([NH2:3])[CH3:2].[C:4]1([CH3:14])[CH:9]=[CH:8][C:7]([S:10](Cl)(=[O:12])=[O:11])=[CH:6][CH:5]=1.O. The catalyst is N1C=CC=CC=1. The product is [CH3:2][O:1][NH:3][S:10]([C:7]1[CH:8]=[CH:9][C:4]([CH3:14])=[CH:5][CH:6]=1)(=[O:12])=[O:11]. The yield is 0.990. (4) The reactants are [CH3:1][O:2][C:3]1[C:8]2[N:9]=[C:10]([C:12]([OH:14])=O)[S:11][C:7]=2[C:6]([N:15]2[CH2:20][CH2:19][O:18][CH2:17][CH2:16]2)=[CH:5][CH:4]=1.C(N1C=CN=C1)(N1C=CN=C1)=O.Cl.[NH2:34][CH2:35][C:36]([C:38]1[S:39][CH:40]=[CH:41][CH:42]=1)=[O:37].C(N(CC)CC)C. The catalyst is CN(C=O)C.O. The product is [O:37]=[C:36]([C:38]1[S:39][CH:40]=[CH:41][CH:42]=1)[CH2:35][NH:34][C:12]([C:10]1[S:11][C:7]2[C:6]([N:15]3[CH2:20][CH2:19][O:18][CH2:17][CH2:16]3)=[CH:5][CH:4]=[C:3]([O:2][CH3:1])[C:8]=2[N:9]=1)=[O:14]. The yield is 0.430.